Dataset: Reaction yield outcomes from USPTO patents with 853,638 reactions. Task: Predict the reaction yield, written as a fraction of the theoretical maximum amount of product (1.0 means a 100% yield; for example, 0.34 means a 34% yield). The reactants are [CH3:1][C:2]1[S:6][C:5]([NH:7][C:8](=[O:32])[C:9]2[CH:14]=[CH:13][CH:12]=[C:11]([O:15][C:16]3[CH:21]=[CH:20][N:19]=[C:18]4[NH:22][N:23]=[C:24]([NH:25][C@@H:26]5[CH2:31][CH2:30][CH2:29][NH:28][CH2:27]5)[C:17]=34)[CH:10]=2)=[N:4][CH:3]=1.C(N(CC)C(C)C)(C)C.[C:42](Cl)(=[O:45])[CH:43]=[CH2:44]. The catalyst is ClCCl. The product is [CH3:1][C:2]1[S:6][C:5]([NH:7][C:8](=[O:32])[C:9]2[CH:14]=[CH:13][CH:12]=[C:11]([O:15][C:16]3[CH:21]=[CH:20][N:19]=[C:18]4[NH:22][N:23]=[C:24]([NH:25][C@@H:26]5[CH2:31][CH2:30][CH2:29][N:28]([C:42](=[O:45])[CH:43]=[CH2:44])[CH2:27]5)[C:17]=34)[CH:10]=2)=[N:4][CH:3]=1. The yield is 0.200.